Dataset: NCI-60 drug combinations with 297,098 pairs across 59 cell lines. Task: Regression. Given two drug SMILES strings and cell line genomic features, predict the synergy score measuring deviation from expected non-interaction effect. (1) Drug 1: C1C(C(OC1N2C=NC3=C(N=C(N=C32)Cl)N)CO)O. Drug 2: C(CCl)NC(=O)N(CCCl)N=O. Cell line: SW-620. Synergy scores: CSS=57.0, Synergy_ZIP=-2.69, Synergy_Bliss=-3.84, Synergy_Loewe=-23.3, Synergy_HSA=0.430. (2) Drug 1: CCC1=C2CN3C(=CC4=C(C3=O)COC(=O)C4(CC)O)C2=NC5=C1C=C(C=C5)O. Drug 2: C1=NC2=C(N1)C(=S)N=CN2. Cell line: SK-MEL-5. Synergy scores: CSS=41.4, Synergy_ZIP=-4.34, Synergy_Bliss=0.457, Synergy_Loewe=-17.2, Synergy_HSA=2.19. (3) Drug 1: CC1C(C(=O)NC(C(=O)N2CCCC2C(=O)N(CC(=O)N(C(C(=O)O1)C(C)C)C)C)C(C)C)NC(=O)C3=C4C(=C(C=C3)C)OC5=C(C(=O)C(=C(C5=N4)C(=O)NC6C(OC(=O)C(N(C(=O)CN(C(=O)C7CCCN7C(=O)C(NC6=O)C(C)C)C)C)C(C)C)C)N)C. Drug 2: CNC(=O)C1=NC=CC(=C1)OC2=CC=C(C=C2)NC(=O)NC3=CC(=C(C=C3)Cl)C(F)(F)F. Cell line: M14. Synergy scores: CSS=0.704, Synergy_ZIP=-1.48, Synergy_Bliss=-3.26, Synergy_Loewe=-69.1, Synergy_HSA=-5.32. (4) Drug 2: B(C(CC(C)C)NC(=O)C(CC1=CC=CC=C1)NC(=O)C2=NC=CN=C2)(O)O. Cell line: MCF7. Drug 1: C1=C(C(=O)NC(=O)N1)F. Synergy scores: CSS=19.3, Synergy_ZIP=1.28, Synergy_Bliss=0.622, Synergy_Loewe=0.360, Synergy_HSA=0.365. (5) Cell line: IGROV1. Drug 1: CC(C)NC(=O)C1=CC=C(C=C1)CNNC.Cl. Drug 2: CC1C(C(CC(O1)OC2CC(CC3=C2C(=C4C(=C3O)C(=O)C5=CC=CC=C5C4=O)O)(C(=O)C)O)N)O. Synergy scores: CSS=43.8, Synergy_ZIP=-0.983, Synergy_Bliss=-1.64, Synergy_Loewe=-9.21, Synergy_HSA=-1.74. (6) Drug 1: CC(CN1CC(=O)NC(=O)C1)N2CC(=O)NC(=O)C2. Drug 2: C1=NC2=C(N1)C(=S)N=C(N2)N. Cell line: HCC-2998. Synergy scores: CSS=25.7, Synergy_ZIP=-1.67, Synergy_Bliss=1.44, Synergy_Loewe=-18.9, Synergy_HSA=1.56. (7) Drug 1: CC12CCC(CC1=CCC3C2CCC4(C3CC=C4C5=CN=CC=C5)C)O. Drug 2: CC12CCC3C(C1CCC2OP(=O)(O)O)CCC4=C3C=CC(=C4)OC(=O)N(CCCl)CCCl.[Na+]. Cell line: HCT116. Synergy scores: CSS=-2.56, Synergy_ZIP=-5.67, Synergy_Bliss=-15.2, Synergy_Loewe=-17.4, Synergy_HSA=-15.0. (8) Drug 1: C1=C(C(=O)NC(=O)N1)N(CCCl)CCCl. Drug 2: CC1=C(C=C(C=C1)NC(=O)C2=CC=C(C=C2)CN3CCN(CC3)C)NC4=NC=CC(=N4)C5=CN=CC=C5. Cell line: NCI/ADR-RES. Synergy scores: CSS=28.8, Synergy_ZIP=4.82, Synergy_Bliss=10.9, Synergy_Loewe=4.88, Synergy_HSA=10.1. (9) Drug 1: CC(CN1CC(=O)NC(=O)C1)N2CC(=O)NC(=O)C2. Drug 2: C1CC(C1)(C(=O)O)C(=O)O.[NH2-].[NH2-].[Pt+2]. Cell line: U251. Synergy scores: CSS=53.3, Synergy_ZIP=-0.962, Synergy_Bliss=0.151, Synergy_Loewe=4.25, Synergy_HSA=4.55.